This data is from Forward reaction prediction with 1.9M reactions from USPTO patents (1976-2016). The task is: Predict the product of the given reaction. (1) Given the reactants [Cl:1][C:2]1[CH:17]=[CH:16][C:5]([CH2:6][N:7]2[CH2:12][C@H:11]([CH3:13])[CH:10]([NH2:14])[CH2:9][C@H:8]2[CH3:15])=[CH:4][CH:3]=1.ClC1C=CC(CN2C[C@@H](C)C(=NO)C[C@@H]2C)=CC=1, predict the reaction product. The product is: [Cl:1][C:2]1[CH:17]=[CH:16][C:5]([CH2:6][N:7]2[CH2:12][C@@H:11]([CH3:13])[CH:10]([NH2:14])[CH2:9][C@@H:8]2[CH3:15])=[CH:4][CH:3]=1. (2) Given the reactants Br[C:2]1[CH:3]=[CH:4][C:5]([C:8]([NH:10][CH2:11][CH2:12][C:13]([O:15][CH2:16][CH3:17])=[O:14])=[O:9])=[N:6][CH:7]=1.[B:18]1([B:18]2[O:22][C:21]([CH3:24])([CH3:23])[C:20]([CH3:26])([CH3:25])[O:19]2)[O:22][C:21]([CH3:24])([CH3:23])[C:20]([CH3:26])([CH3:25])[O:19]1.CC([O-])=O.[K+], predict the reaction product. The product is: [CH3:25][C:20]1([CH3:26])[C:21]([CH3:24])([CH3:23])[O:22][B:18]([C:2]2[CH:3]=[CH:4][C:5]([C:8]([NH:10][CH2:11][CH2:12][C:13]([O:15][CH2:16][CH3:17])=[O:14])=[O:9])=[N:6][CH:7]=2)[O:19]1. (3) The product is: [C:1]([O:4][C@@H:5]1[C@@H:10]([O:11][C:12](=[O:14])[CH3:13])[C@H:9]([O:15][C:16](=[O:18])[CH3:17])[C@@H:8]([S:19][CH3:20])[O:7][C@H:6]1[C:21]1[CH:26]=[CH:25][C:24]([CH3:27])=[C:23]([CH2:28][C:29]2[CH:34]=[CH:33][C:32]([CH2:35][CH2:36][CH2:42][CH2:41][NH2:45])=[CH:31][CH:30]=2)[CH:22]=1)(=[O:3])[CH3:2]. Given the reactants [C:1]([O:4][C@@H:5]1[C@@H:10]([O:11][C:12](=[O:14])[CH3:13])[C@H:9]([O:15][C:16](=[O:18])[CH3:17])[C@@H:8]([S:19][CH3:20])[O:7][C@H:6]1[C:21]1[CH:26]=[CH:25][C:24]([CH3:27])=[C:23]([CH2:28][C:29]2[CH:34]=[CH:33][C:32]([CH2:35][CH2:36]CCCN)=[CH:31][CH:30]=2)[CH:22]=1)(=[O:3])[CH3:2].[CH2:41]([NH:45]C(=O)OC(C)(C)C)[CH2:42]C=C, predict the reaction product. (4) Given the reactants [O:1]1[CH:5]=[CH:4][C:3]([C:6]2[N:11]=[CH:10][C:9]([CH:12]([OH:15])[CH2:13]C)=[CH:8][CH:7]=2)=[CH:2]1.[CH:16]1[N:20]=[CH:19][N:18]([C:21](N2C=NC=C2)=[O:22])[CH:17]=1, predict the reaction product. The product is: [N:18]1([C:21]([O:15][CH:12]([C:9]2[CH:10]=[N:11][C:6]([C:3]3[CH:4]=[CH:5][O:1][CH:2]=3)=[CH:7][CH:8]=2)[CH3:13])=[O:22])[CH:17]=[CH:16][N:20]=[CH:19]1.